From a dataset of NCI-60 drug combinations with 297,098 pairs across 59 cell lines. Regression. Given two drug SMILES strings and cell line genomic features, predict the synergy score measuring deviation from expected non-interaction effect. (1) Drug 1: C(CC(=O)O)C(=O)CN.Cl. Drug 2: C1=NNC2=C1C(=O)NC=N2. Cell line: M14. Synergy scores: CSS=17.1, Synergy_ZIP=-3.13, Synergy_Bliss=2.46, Synergy_Loewe=0.830, Synergy_HSA=1.67. (2) Drug 1: C1=NC2=C(N1)C(=S)N=C(N2)N. Drug 2: C1=NC2=C(N=C(N=C2N1C3C(C(C(O3)CO)O)F)Cl)N. Cell line: MDA-MB-435. Synergy scores: CSS=11.6, Synergy_ZIP=-11.5, Synergy_Bliss=-7.59, Synergy_Loewe=-11.1, Synergy_HSA=-4.46.